From a dataset of Forward reaction prediction with 1.9M reactions from USPTO patents (1976-2016). Predict the product of the given reaction. (1) Given the reactants [Br:1][C:2]1[C:3]([F:32])=[CH:4][C:5]2[CH:11]3[CH2:12][CH:9]([CH2:10]3)[N:8]3[C:13]([CH:20]([C:22]4[C:23]([O:29][CH3:30])=[N:24][CH:25]=[C:26]([F:28])[CH:27]=4)[OH:21])=[C:14]([C:16]([O:18]C)=O)[N:15]=[C:7]3[C:6]=2[CH:31]=1.C[O-].[Na+].C([NH2:38])=O, predict the reaction product. The product is: [Br:1][C:2]1[C:3]([F:32])=[CH:4][C:5]2[CH:11]3[CH2:12][CH:9]([CH2:10]3)[N:8]3[C:13]([CH:20]([C:22]4[C:23]([O:29][CH3:30])=[N:24][CH:25]=[C:26]([F:28])[CH:27]=4)[OH:21])=[C:14]([C:16]([NH2:38])=[O:18])[N:15]=[C:7]3[C:6]=2[CH:31]=1. (2) Given the reactants [CH2:1]([C:3]1[C:12]2[O:11][CH:10]([C:13]([F:16])([F:15])[F:14])[C:9]([C:17]([OH:19])=[O:18])=[CH:8][C:7]=2[CH:6]=[CH:5][CH:4]=1)[CH3:2].S(Cl)([Cl:23])(=O)=O, predict the reaction product. The product is: [Cl:23][C:5]1[CH:4]=[C:3]([CH2:1][CH3:2])[C:12]2[O:11][CH:10]([C:13]([F:14])([F:15])[F:16])[C:9]([C:17]([OH:19])=[O:18])=[CH:8][C:7]=2[CH:6]=1. (3) The product is: [CH2:28]1[N:29]([CH2:32][C:33]2[CH:34]=[CH:35][CH:36]=[CH:37][CH:38]=2)[CH2:30][CH2:31][N:26]([CH2:25][C:21]2[CH:20]=[C:19]([C:12]3[C:13]4[CH:14]=[CH:15][CH:16]=[N:17][C:18]=4[N:9]([OH:8])[C:10](=[O:39])[CH:11]=3)[CH:24]=[CH:23][CH:22]=2)[CH2:27]1. Given the reactants C([O:8][N:9]1[C:18]2[C:13](=[CH:14][CH:15]=[CH:16][N:17]=2)[C:12]([C:19]2[CH:24]=[CH:23][CH:22]=[C:21]([CH2:25][N:26]3[CH2:31][CH2:30][N:29]([CH2:32][C:33]4[CH:38]=[CH:37][CH:36]=[CH:35][CH:34]=4)[CH2:28][CH2:27]3)[CH:20]=2)=[CH:11][C:10]1=[O:39])C1C=CC=CC=1.Br.O, predict the reaction product. (4) Given the reactants [C:1]([O:5][C:6]([NH:8][C@@H:9]([CH2:13][CH:14]1[CH2:19][CH2:18][CH2:17][CH2:16][CH2:15]1)[C:10](O)=[O:11])=[O:7])([CH3:4])([CH3:3])[CH3:2], predict the reaction product. The product is: [C:1]([O:5][C:6](=[O:7])[NH:8][C@H:9]([CH2:10][OH:11])[CH2:13][CH:14]1[CH2:19][CH2:18][CH2:17][CH2:16][CH2:15]1)([CH3:2])([CH3:4])[CH3:3]. (5) Given the reactants C([O:3][C:4](=[O:24])[CH2:5][CH:6]1[O:10][B:9]([OH:11])[C:8]2[CH:12]=[C:13]([O:17][C:18]3[CH:23]=[CH:22][CH:21]=[CH:20][CH:19]=3)[CH:14]=[C:15]([CH3:16])[C:7]1=2)C.[OH-].[Li+].Cl, predict the reaction product. The product is: [OH:11][B:9]1[C:8]2[CH:12]=[C:13]([O:17][C:18]3[CH:23]=[CH:22][CH:21]=[CH:20][CH:19]=3)[CH:14]=[C:15]([CH3:16])[C:7]=2[CH:6]([CH2:5][C:4]([OH:24])=[O:3])[O:10]1. (6) Given the reactants [C:1]1(=[O:11])[NH:5][C:4](=[O:6])[C:3]2=[CH:7][CH:8]=[CH:9][CH:10]=[C:2]12.[K].Br[CH2:14][CH2:15][CH2:16][CH2:17][C:18]([CH3:28])([CH3:27])[CH2:19][O:20][CH:21]1[CH2:26][CH2:25][CH2:24][CH2:23][O:22]1, predict the reaction product. The product is: [CH3:28][C:18]([CH3:27])([CH2:19][O:20][CH:21]1[CH2:26][CH2:25][CH2:24][CH2:23][O:22]1)[CH2:17][CH2:16][CH2:15][CH2:14][N:5]1[C:1](=[O:11])[C:2]2[C:3](=[CH:7][CH:8]=[CH:9][CH:10]=2)[C:4]1=[O:6]. (7) Given the reactants [Br:1][CH2:2][C:3](=[O:16])[CH2:4][N:5]1[C:13](=[O:14])[C:12]2[C:7](=[CH:8][CH:9]=[CH:10][CH:11]=2)[C:6]1=[O:15].C1(C)C=CC(S(O)(=O)=O)=CC=1.[CH2:28](O)[CH2:29][OH:30], predict the reaction product. The product is: [Br:1][CH2:2][C:3]1([CH2:4][N:5]2[C:6](=[O:15])[C:7]3[C:12](=[CH:11][CH:10]=[CH:9][CH:8]=3)[C:13]2=[O:14])[O:30][CH2:29][CH2:28][O:16]1. (8) The product is: [CH2:25]([NH:26][C:29](=[O:31])[N:26]([CH2:25][C:16]1[CH:17]=[C:18]([C:21]([F:24])([F:23])[F:22])[CH:19]=[CH:20][C:15]=1[C:9]1[C:10]([O:13][CH3:14])=[CH:11][CH:12]=[C:7]([CH:5]([CH3:6])[C:4]([OH:3])=[O:39])[CH:8]=1)[CH2:27][CH3:28])[C:16]1[CH:17]=[CH:18][CH:19]=[CH:20][CH:15]=1. Given the reactants C([O:3][C:4](=[O:39])[CH:5]([C:7]1[CH:8]=[C:9]([C:15]2[CH:20]=[CH:19][C:18]([C:21]([F:24])([F:23])[F:22])=[CH:17][C:16]=2[CH2:25][N:26]([C:29]([O:31]CC2C=CC=CC=2)=O)[CH2:27][CH3:28])[C:10]([O:13][CH3:14])=[CH:11][CH:12]=1)[CH3:6])C, predict the reaction product. (9) The product is: [CH3:34][C@@H:15]1[O:14][CH:9]([OH:10])[C@H:8]([OH:7])[C@H:17]([OH:18])[C@H:16]1[OH:26].[OH2:6]. Given the reactants C[O-].[Na+].C([O:7][C@@H:8]1[C@H:17]([O:18]CC2C=CC=CC=2)[C@@H:16]([O:26]CC2C=CC=CC=2)[C@H:15]([CH3:34])[O:14][C@H:9]1[O:10]CC=C)(=[O:6])C.CCOC(C)=O, predict the reaction product. (10) Given the reactants [CH3:1][O:2][C:3]1[CH:8]=[CH:7][C:6](B(O)O)=[CH:5][CH:4]=1.Br[C:13]1[CH:18]=[CH:17][C:16]([S:19]([OH:22])(=[O:21])=[O:20])=[CH:15][CH:14]=1.C(=O)([O-])[O-].[K+].[K+].C(COC)OC, predict the reaction product. The product is: [CH3:1][O:2][C:3]1[CH:8]=[CH:7][C:6]([C:13]2[CH:18]=[CH:17][C:16]([S:19]([OH:22])(=[O:21])=[O:20])=[CH:15][CH:14]=2)=[CH:5][CH:4]=1.